Dataset: Full USPTO retrosynthesis dataset with 1.9M reactions from patents (1976-2016). Task: Predict the reactants needed to synthesize the given product. (1) Given the product [CH2:12]([C:14]1[CH:15]=[CH:16][C:17]([CH2:20][CH2:21][O:22][C:23]2[CH:36]=[CH:35][C:26]([CH2:27][C@H:28]3[S:32][C:31](=[O:33])[NH:30][C:29]3=[O:34])=[CH:25][CH:24]=2)=[N:18][CH:19]=1)[CH3:13], predict the reactants needed to synthesize it. The reactants are: C(=O)([O-])[O-].FC(F)(F)C(O)=O.[CH2:12]([C:14]1[CH:15]=[CH:16][C:17]([CH2:20][CH2:21][O:22][C:23]2[CH:36]=[CH:35][C:26]([CH2:27][C@H:28]3[S:32][C:31](=[O:33])[NH:30][C:29]3=[O:34])=[CH:25][CH:24]=2)=[N:18][CH:19]=1)[CH3:13]. (2) Given the product [ClH:27].[ClH:27].[NH2:1][C:2]1[N:6]([CH3:7])[C:5](=[O:8])[C:4]([C:15]2[CH:16]=[C:17]([C:21]3[CH:26]=[CH:25][CH:24]=[CH:23][CH:22]=3)[CH:18]=[CH:19][CH:20]=2)([CH:9]2[CH2:14][CH2:13][NH:12][CH2:11][CH2:10]2)[N:3]=1, predict the reactants needed to synthesize it. The reactants are: [NH2:1][C:2]1[N:6]([CH3:7])[C:5](=[O:8])[C:4]([C:15]2[CH:16]=[C:17]([C:21]3[CH:26]=[CH:25][CH:24]=[CH:23][CH:22]=3)[CH:18]=[CH:19][CH:20]=2)([C:9]2[CH:14]=[CH:13][N:12]=[CH:11][CH:10]=2)[N:3]=1.[ClH:27]. (3) Given the product [CH3:18][N:19]([CH3:20])[C:8]1[C:7]2[C:12](=[CH:13][CH:14]=[C:5]([NH2:4])[CH:6]=2)[N:11]=[C:10]([CH3:15])[CH:9]=1, predict the reactants needed to synthesize it. The reactants are: C([NH:4][C:5]1[CH:6]=[C:7]2[C:12](=[CH:13][CH:14]=1)[N:11]=[C:10]([CH3:15])[CH:9]=[C:8]2OC)(=O)C.[CH3:18][NH:19][CH3:20].